Dataset: Forward reaction prediction with 1.9M reactions from USPTO patents (1976-2016). Task: Predict the product of the given reaction. (1) Given the reactants [Li+].[OH-].[CH3:3][C:4](=[CH2:34])[C:5]#[C:6][C@@H:7]([N:13]1[CH2:18][CH2:17][C@@H:16]([CH2:19][C:20]([O:22]C)=[O:21])[CH2:15][C@H:14]1[C:24]1[CH:29]=[CH:28][C:27]([C:30]([F:33])([F:32])[F:31])=[CH:26][CH:25]=1)[CH2:8][CH2:9][CH:10]([CH3:12])[CH3:11].Cl, predict the reaction product. The product is: [CH3:34][C:4](=[CH2:3])[C:5]#[C:6][C@@H:7]([N:13]1[CH2:18][CH2:17][C@@H:16]([CH2:19][C:20]([OH:22])=[O:21])[CH2:15][C@H:14]1[C:24]1[CH:25]=[CH:26][C:27]([C:30]([F:31])([F:32])[F:33])=[CH:28][CH:29]=1)[CH2:8][CH2:9][CH:10]([CH3:12])[CH3:11]. (2) Given the reactants [NH2:1][C@@H:2]([CH2:6][S:7][CH2:8][CH:9]1[CH2:11][CH2:10]1)[C:3](O)=[O:4].[H][H], predict the reaction product. The product is: [NH2:1][C@@H:2]([CH2:6][S:7][CH2:8][CH:9]1[CH2:11][CH2:10]1)[CH2:3][OH:4].